The task is: Predict the reaction yield, written as a fraction of the theoretical maximum amount of product (1.0 means a 100% yield; for example, 0.34 means a 34% yield).. This data is from Reaction yield outcomes from USPTO patents with 853,638 reactions. (1) The reactants are C[N:2]([CH3:19])[CH:3]=[CH:4][C:5]([C:7]1[CH:8]=[C:9]([N:13]([CH2:17][CH3:18])[C:14](=[O:16])[CH3:15])[CH:10]=[CH:11][CH:12]=1)=O.N[C:21]1[C:25]([C:26]#[N:27])=C[NH:23][N:22]=1.P(=O)(O)(O)O. The catalyst is O.CO. The product is [CH3:18][CH2:17][N:13]([C:14]([CH3:15])=[O:16])[C:9]1[CH:10]=[CH:11][CH:12]=[C:7]([C:5]2[N:23]3[N:22]=[CH:21][C:25]([C:26]#[N:27])=[C:19]3[N:2]=[CH:3][CH:4]=2)[CH:8]=1. The yield is 0.915. (2) The reactants are C([Sn]([C:14]1[S:15][CH:16]=[CH:17][CH:18]=1)(CCCC)CCCC)CCC.Cl[C:20]1[CH:25]=[C:24](Cl)[N:23]=[CH:22][N:21]=1. The catalyst is C1(C)C=CC=CC=1.C1C=CC([P]([Pd]([P](C2C=CC=CC=2)(C2C=CC=CC=2)C2C=CC=CC=2)([P](C2C=CC=CC=2)(C2C=CC=CC=2)C2C=CC=CC=2)[P](C2C=CC=CC=2)(C2C=CC=CC=2)C2C=CC=CC=2)(C2C=CC=CC=2)C2C=CC=CC=2)=CC=1. The product is [S:15]1[CH:16]=[CH:17][CH:18]=[C:14]1[C:20]1[CH:25]=[C:24]([C:14]2[S:15][CH:16]=[CH:17][CH:18]=2)[N:23]=[CH:22][N:21]=1. The yield is 0.720. (3) The reactants are [F:1][C:2]1[CH:3]=[C:4]2[C:8](=[C:9]([C:11]3[CH:16]=[CH:15][C:14]([NH2:17])=[CH:13][CH:12]=3)[CH:10]=1)[NH:7][CH:6]=[C:5]2[CH3:18].[CH3:19][S:20](Cl)(=[O:22])=[O:21]. The catalyst is N1C=CC=CC=1. The product is [F:1][C:2]1[CH:3]=[C:4]2[C:8](=[C:9]([C:11]3[CH:12]=[CH:13][C:14]([NH:17][S:20]([CH3:19])(=[O:22])=[O:21])=[CH:15][CH:16]=3)[CH:10]=1)[NH:7][CH:6]=[C:5]2[CH3:18]. The yield is 0.600. (4) The reactants are [C:1]([O:4][CH:5]([C:15]1[CH:20]=[CH:19][C:18]([S:21]([CH3:24])(=[O:23])=[O:22])=[C:17]([F:25])[CH:16]=1)[C:6]([C:8]1[CH:13]=[CH:12][C:11]([Br:14])=[CH:10][CH:9]=1)=O)(=O)[CH3:2].C([O-])(=O)C.[NH4+:30]. The catalyst is C(O)(=O)C. The product is [Br:14][C:11]1[CH:12]=[CH:13][C:8]([C:6]2[N:30]=[C:1]([CH3:2])[O:4][C:5]=2[C:15]2[CH:20]=[CH:19][C:18]([S:21]([CH3:24])(=[O:23])=[O:22])=[C:17]([F:25])[CH:16]=2)=[CH:9][CH:10]=1. The yield is 0.630.